This data is from Forward reaction prediction with 1.9M reactions from USPTO patents (1976-2016). The task is: Predict the product of the given reaction. (1) Given the reactants C([O:5][C:6](=[O:25])[CH2:7][CH2:8][C:9]([O:11][CH2:12][O:13][C:14](=[O:24])[CH2:15][CH2:16][C:17]([O:19]C(C)(C)C)=[O:18])=[O:10])(C)(C)C.FC(F)(F)C(O)=O, predict the reaction product. The product is: [C:17]([CH2:16][CH2:15][C:14]([O:13][CH2:12][O:11][C:9](=[O:10])[CH2:8][CH2:7][C:6]([OH:25])=[O:5])=[O:24])([OH:19])=[O:18]. (2) Given the reactants Cl.[NH2:2][CH:3]([C@H:9]([CH2:17]C)[CH2:10][CH:11]([CH3:16])[CH2:12][CH2:13][CH:14]=[CH2:15])[C:4]([O:6][CH2:7][CH3:8])=[O:5].C(N(CC)C(C)C)(C)C.[CH3:28][C:29]([O:32][C:33](O[C:33]([O:32][C:29]([CH3:31])([CH3:30])[CH3:28])=[O:34])=[O:34])([CH3:31])[CH3:30], predict the reaction product. The product is: [C:29]([O:32][C:33]([NH:2][CH:3]([C@H:9]([CH3:17])[CH2:10][CH:11]([CH3:16])[CH2:12][CH2:13][CH:14]=[CH2:15])[C:4]([O:6][CH2:7][CH3:8])=[O:5])=[O:34])([CH3:31])([CH3:30])[CH3:28]. (3) Given the reactants C[O:2][C:3](=[O:33])[CH:4]([C:8]1[C:9]([C:27]2[CH:32]=[CH:31][CH:30]=[CH:29][CH:28]=2)=[N:10][C:11]([N:21]2[CH2:26][CH2:25][CH2:24][CH2:23][CH2:22]2)=[N:12][C:13]=1[C:14]1[CH:19]=[CH:18][C:17]([CH3:20])=[CH:16][CH:15]=1)[CH2:5][CH2:6][CH3:7].[OH-].[Na+], predict the reaction product. The product is: [C:27]1([C:9]2[C:8]([CH:4]([CH2:5][CH2:6][CH3:7])[C:3]([OH:33])=[O:2])=[C:13]([C:14]3[CH:15]=[CH:16][C:17]([CH3:20])=[CH:18][CH:19]=3)[N:12]=[C:11]([N:21]3[CH2:26][CH2:25][CH2:24][CH2:23][CH2:22]3)[N:10]=2)[CH:28]=[CH:29][CH:30]=[CH:31][CH:32]=1. (4) Given the reactants [CH3:1][C:2]1([CH3:23])[O:6][CH:5]([CH2:7][C:8]2[CH:9]=[C:10]([C:16]3[CH2:17][CH2:18][N:19]([CH3:22])[CH2:20][CH:21]=3)[CH:11]=[CH:12][C:13]=2[O:14][CH3:15])[CH2:4][O:3]1, predict the reaction product. The product is: [CH3:1][C:2]1([CH3:23])[O:6][CH:5]([CH2:7][C:8]2[CH:9]=[C:10]([CH:16]3[CH2:17][CH2:18][N:19]([CH3:22])[CH2:20][CH2:21]3)[CH:11]=[CH:12][C:13]=2[O:14][CH3:15])[CH2:4][O:3]1.